This data is from Forward reaction prediction with 1.9M reactions from USPTO patents (1976-2016). The task is: Predict the product of the given reaction. (1) Given the reactants [Br:1][CH2:2][CH2:3][CH2:4][CH2:5]/[CH:6]=[CH:7]\[CH:8]=[CH:9]/[CH2:10][CH2:11][CH2:12][CH2:13]Br.[N:15]1[CH:20]=[CH:19][CH:18]=[CH:17][C:16]=1[CH3:21], predict the reaction product. The product is: [Br-:1].[Br-:1].[CH2:2]([N+:15]1[CH:20]=[CH:19][CH:18]=[CH:17][C:16]=1[CH3:21])[CH2:3][CH2:4][CH2:5]/[CH:6]=[CH:7]\[CH:8]=[CH:9]/[CH2:10][CH2:11][CH2:12][CH2:13][N+:15]1[CH:20]=[CH:19][CH:18]=[CH:17][C:16]=1[CH3:21]. (2) Given the reactants [N:1]1[CH:6]=[CH:5][CH:4]=[CH:3][C:2]=1[N:7]1[CH2:12][CH2:11][NH:10][CH2:9][CH2:8]1.C=O.[CH:15]1([C:21]([NH2:23])=[O:22])[CH2:20][CH2:19][CH2:18][CH2:17][CH2:16]1.[C:24](=O)([O-])[O-].[K+].[K+], predict the reaction product. The product is: [N:1]1[CH:6]=[CH:5][CH:4]=[CH:3][C:2]=1[N:7]1[CH2:8][CH2:9][N:10]([CH2:24][NH:23][C:21]([CH:15]2[CH2:20][CH2:19][CH2:18][CH2:17][CH2:16]2)=[O:22])[CH2:11][CH2:12]1.